Dataset: Catalyst prediction with 721,799 reactions and 888 catalyst types from USPTO. Task: Predict which catalyst facilitates the given reaction. (1) Reactant: [Cl:1][C:2]1[N:7]=[C:6]([NH2:8])[CH:5]=[CH:4][N:3]=1.[H-].[Na+].[CH:11]1([C:14]([Cl:16])=[O:15])[CH2:13][CH2:12]1. Product: [CH2:2]([Cl:1])[Cl:16].[Cl:1][C:2]1[N:7]=[C:6]([NH:8][C:14]([CH:11]2[CH2:13][CH2:12]2)=[O:15])[CH:5]=[CH:4][N:3]=1. The catalyst class is: 31. (2) Reactant: Cl.[C:2]1([CH3:22])[CH:7]=[CH:6][C:5]([O:8][C:9]2[CH:21]=[CH:20][C:12]([O:13][CH2:14][C@@H:15]3[CH2:19][CH2:18][CH2:17][NH:16]3)=[CH:11][CH:10]=2)=[CH:4][CH:3]=1.[C:2]1([CH3:22])[CH:3]=[CH:4][C:5]([O:8][C:9]2[CH:21]=[CH:20][C:12]([O:13][CH2:14][C@@H:15]3[CH2:19][CH2:18][CH2:17][NH:16]3)=[CH:11][CH:10]=2)=[CH:6][CH:7]=1.[CH2:44]([O:46][C:47](=[O:52])[CH2:48][CH2:49][CH2:50]Br)[CH3:45].C(=O)([O-])[O-].[K+].[K+]. The catalyst class is: 9. Product: [CH2:44]([O:46][C:47](=[O:52])[CH2:48][CH2:49][CH2:50][N:16]1[CH2:17][CH2:18][CH2:19][C@H:15]1[CH2:14][O:13][C:12]1[CH:20]=[CH:21][C:9]([O:8][C:5]2[CH:4]=[CH:3][C:2]([CH3:22])=[CH:7][CH:6]=2)=[CH:10][CH:11]=1)[CH3:45].